From a dataset of Catalyst prediction with 721,799 reactions and 888 catalyst types from USPTO. Predict which catalyst facilitates the given reaction. (1) Reactant: [BH4-].[Na+].[C:3]([O:7][C:8]([N:10]1[CH2:13][CH:12]([C:14](=[O:18])[CH:15]([CH3:17])[CH3:16])[CH2:11]1)=[O:9])([CH3:6])([CH3:5])[CH3:4].C(=O)([O-])O. Product: [C:3]([O:7][C:8]([N:10]1[CH2:11][CH:12]([CH:14]([OH:18])[CH:15]([CH3:16])[CH3:17])[CH2:13]1)=[O:9])([CH3:6])([CH3:5])[CH3:4]. The catalyst class is: 8. (2) The catalyst class is: 6. Reactant: Cl[C:2]1[C:3]([C:12]#[N:13])=[N:4][CH:5]=[C:6]([C:8]([F:11])([F:10])[F:9])[CH:7]=1.[CH2:14]([SH:16])[CH3:15].CN(C=O)C.[H-].[Na+]. Product: [C:12]([C:3]1[C:2]([S:16][CH2:14][CH3:15])=[CH:7][C:6]([C:8]([F:11])([F:10])[F:9])=[CH:5][N:4]=1)#[N:13]. (3) Reactant: [CH2:1]([C:5]1[CH:10]=[CH:9][C:8]([C:11]#[C:12][C:13]2[CH:36]=[CH:35][C:16]([CH2:17][N:18]([CH2:29][CH2:30][CH2:31][CH2:32][CH2:33][CH3:34])[C:19]3[CH:20]=[CH:21][C:22]([OH:28])=[C:23]([CH:27]=3)[C:24]([OH:26])=[O:25])=[CH:15][CH:14]=2)=[CH:7][CH:6]=1)[CH2:2][CH2:3][CH3:4].C1COCC1.[CH3:42][NH:43][CH2:44][C@@H:45]([C@H:47]([C@@H:49]([C@@H:51]([CH2:53][OH:54])[OH:52])[OH:50])[OH:48])[OH:46]. Product: [CH3:42][NH:43][CH2:44][C@@H:45]([C@H:47]([C@@H:49]([C@@H:51]([CH2:53][OH:54])[OH:52])[OH:50])[OH:48])[OH:46].[CH2:1]([C:5]1[CH:6]=[CH:7][C:8]([C:11]#[C:12][C:13]2[CH:36]=[CH:35][C:16]([CH2:17][N:18]([CH2:29][CH2:30][CH2:31][CH2:32][CH2:33][CH3:34])[C:19]3[CH:20]=[CH:21][C:22]([OH:28])=[C:23]([CH:27]=3)[C:24]([OH:26])=[O:25])=[CH:15][CH:14]=2)=[CH:9][CH:10]=1)[CH2:2][CH2:3][CH3:4]. The catalyst class is: 6. (4) Reactant: [NH2:1][C:2]1[N:10]=[CH:9][N:8]=[C:7]2[C:3]=1[N:4]=[C:5]([S:15][C:16]1[CH:21]=[C:20]([O:22][CH3:23])[CH:19]=[CH:18][C:17]=1[I:24])[N:6]2[CH2:11][CH2:12][CH2:13][OH:14].C(N(CC)CC)C.[CH3:32][S:33](Cl)(=[O:35])=[O:34]. Product: [NH2:1][C:2]1[N:10]=[CH:9][N:8]=[C:7]2[C:3]=1[N:4]=[C:5]([S:15][C:16]1[CH:21]=[C:20]([O:22][CH3:23])[CH:19]=[CH:18][C:17]=1[I:24])[N:6]2[CH2:11][CH2:12][CH2:13][O:14][S:33]([CH3:32])(=[O:35])=[O:34]. The catalyst class is: 12.